This data is from Forward reaction prediction with 1.9M reactions from USPTO patents (1976-2016). The task is: Predict the product of the given reaction. Given the reactants [ClH:1].[N:2]12[CH2:9][CH2:8][CH:5]([CH2:6][CH2:7]1)[C@H:4]([NH:10][C:11]([C:13]1[O:14][C:15]3[C:21]([C:22]4[CH:23]=[C:24]([CH:28]=[CH:29][CH:30]=4)[C:25]([OH:27])=O)=[CH:20][CH:19]=[CH:18][C:16]=3[CH:17]=1)=[O:12])[CH2:3]2.[NH:31]1[CH2:36][CH2:35][CH2:34][CH2:33][CH2:32]1, predict the reaction product. The product is: [ClH:1].[N:2]12[CH2:9][CH2:8][CH:5]([CH2:6][CH2:7]1)[C@H:4]([NH:10][C:11]([C:13]1[O:14][C:15]3[C:21]([C:22]4[CH:30]=[CH:29][CH:28]=[C:24]([C:25]([N:31]5[CH2:36][CH2:35][CH2:34][CH2:33][CH2:32]5)=[O:27])[CH:23]=4)=[CH:20][CH:19]=[CH:18][C:16]=3[CH:17]=1)=[O:12])[CH2:3]2.